From a dataset of CYP2C9 inhibition data for predicting drug metabolism from PubChem BioAssay. Regression/Classification. Given a drug SMILES string, predict its absorption, distribution, metabolism, or excretion properties. Task type varies by dataset: regression for continuous measurements (e.g., permeability, clearance, half-life) or binary classification for categorical outcomes (e.g., BBB penetration, CYP inhibition). Dataset: cyp2c9_veith. (1) The molecule is COc1ccc(Cl)cc1C(=O)N1CCN(c2ccccn2)CC1. The result is 1 (inhibitor). (2) The molecule is CC(=O)OC[C@@H]1O[C@@H](O/N=C2/C[C@@H](O)[C@@H](O)[C@H]3[C@@H]2CC[C@@H]2C(=O)N(Cc4ccccc4)C(=O)[C@H]23)[C@H](OC(C)=O)[C@H](OC(C)=O)[C@@H]1OC(C)=O. The result is 0 (non-inhibitor). (3) The compound is COc1cc2c(cc1OC)[C@H](c1ccccc1)CN(C)CC2. The result is 0 (non-inhibitor). (4) The drug is COc1cccc(Cn2c(=O)cnc3cnc(N(C)C)nc32)c1. The result is 1 (inhibitor). (5) The compound is O=C(O)[C@@H]1CCCNC1. The result is 0 (non-inhibitor). (6) The result is 0 (non-inhibitor). The molecule is O=C(O)[C@H]1O[C@H]1C(=O)O. (7) The result is 1 (inhibitor). The drug is CC(CCC(=O)O)(c1cc(Br)c(O)c(Br)c1)c1cc(Br)c(O)c(Br)c1. (8) The compound is O=C(c1cccc(F)c1)N1CCC[C@@]2(CCN(c3ccccc3)C2)C1. The result is 0 (non-inhibitor). (9) The drug is c1ccc(C[N+]23CN4CN(CN(C4)C2)C3)cc1. The result is 0 (non-inhibitor).